Dataset: Forward reaction prediction with 1.9M reactions from USPTO patents (1976-2016). Task: Predict the product of the given reaction. (1) Given the reactants C(OC([N:8]1[CH:12]=[CH:11][CH:10]=[C:9]1[C:13]1[CH:18]=[C:17]([C:19]2[CH:24]=[CH:23][CH:22]=[CH:21][C:20]=2[CH3:25])[C:16]([N:26]([C:28](=[O:43])[C:29]2[CH:34]=[C:33]([C:35]([F:38])([F:37])[F:36])[CH:32]=[C:31]([C:39]([F:42])([F:41])[F:40])[CH:30]=2)[CH3:27])=[CH:15][N:14]=1)=O)(C)(C)C.C(O)(C(F)(F)F)=O, predict the reaction product. The product is: [CH3:27][N:26]([C:16]1[CH:15]=[N:14][C:13]([C:9]2[NH:8][CH:12]=[CH:11][CH:10]=2)=[CH:18][C:17]=1[C:19]1[CH:24]=[CH:23][CH:22]=[CH:21][C:20]=1[CH3:25])[C:28](=[O:43])[C:29]1[CH:30]=[C:31]([C:39]([F:41])([F:42])[F:40])[CH:32]=[C:33]([C:35]([F:38])([F:37])[F:36])[CH:34]=1. (2) Given the reactants [Cl:1][C:2]1[CH:18]=[CH:17][C:5]2[CH2:6][CH2:7][N:8]([C:11](=[O:16])[C:12]([F:15])([F:14])[F:13])[CH2:9][CH2:10][C:4]=2[C:3]=1OS(C(F)(F)F)(=O)=O.[NH2:27][CH2:28][C:29]1[CH:43]=[CH:42][C:32]([C:33]([NH:35][CH:36]2[CH2:41][CH2:40][CH2:39][CH2:38][CH2:37]2)=[O:34])=[C:31]([F:44])[CH:30]=1, predict the reaction product. The product is: [Cl:1][C:2]1[CH:18]=[CH:17][C:5]2[CH2:6][CH2:7][N:8]([C:11](=[O:16])[C:12]([F:14])([F:13])[F:15])[CH2:9][CH2:10][C:4]=2[C:3]=1[NH:27][CH2:28][C:29]1[CH:43]=[CH:42][C:32]([C:33]([NH:35][CH:36]2[CH2:37][CH2:38][CH2:39][CH2:40][CH2:41]2)=[O:34])=[C:31]([F:44])[CH:30]=1. (3) Given the reactants N.O1CCOCC1.C([N:10](CC)CC)C.[C:15]([C:17]1[CH:18]=[CH:19][C:20]([C@@H:27]2[C:32]([C:33]#[N:34])=[C:31]([CH3:35])[N:30]([C:36]3[CH:41]=[CH:40][CH:39]=[C:38]([C:42]([F:45])([F:44])[F:43])[CH:37]=3)[C:29](=[O:46])[NH:28]2)=[C:21]([S:23](Cl)(=[O:25])=[O:24])[CH:22]=1)#[N:16], predict the reaction product. The product is: [C:15]([C:17]1[CH:18]=[CH:19][C:20]([C@@H:27]2[C:32]([C:33]#[N:34])=[C:31]([CH3:35])[N:30]([C:36]3[CH:41]=[CH:40][CH:39]=[C:38]([C:42]([F:45])([F:44])[F:43])[CH:37]=3)[C:29](=[O:46])[NH:28]2)=[C:21]([S:23]([NH2:10])(=[O:25])=[O:24])[CH:22]=1)#[N:16]. (4) The product is: [F:1][C:2]1[CH:3]=[C:4]([CH:16]=[CH:17][CH:18]=1)[O:5][C:6]1[CH:13]=[CH:12][C:11]([CH2:14][O:15][C:20]2[CH:32]=[C:24]3[N:25]([CH3:31])[C:26]([CH3:30])([CH3:29])[CH2:27][CH2:28][N:23]3[C:22](=[O:33])[N:21]=2)=[CH:10][C:7]=1[C:8]#[N:9]. Given the reactants [F:1][C:2]1[CH:3]=[C:4]([CH:16]=[CH:17][CH:18]=1)[O:5][C:6]1[CH:13]=[CH:12][C:11]([CH2:14][OH:15])=[CH:10][C:7]=1[C:8]#[N:9].Cl[C:20]1[CH:32]=[C:24]2[N:25]([CH3:31])[C:26]([CH3:30])([CH3:29])[CH2:27][CH2:28][N:23]2[C:22](=[O:33])[N:21]=1, predict the reaction product. (5) Given the reactants [O:1]([Si:9]([C:12]([CH3:15])([CH3:14])[CH3:13])([CH3:11])[CH3:10])S(C(F)(F)F)(=O)=O.[Br:16][C:17]1[CH:18]=[CH:19][C:20]([F:30])=[C:21]([C:23](=[O:29])[CH2:24][C:25]2(O)[CH2:27][CH2:26]2)[CH:22]=1.N1C(C)=CC=CC=1C.C([O-])(O)=O.[Na+], predict the reaction product. The product is: [Br:16][C:17]1[CH:18]=[CH:19][C:20]([F:30])=[C:21]([C:23](=[O:29])[CH2:24][C:25]2([O:1][Si:9]([C:12]([CH3:13])([CH3:14])[CH3:15])([CH3:10])[CH3:11])[CH2:27][CH2:26]2)[CH:22]=1. (6) The product is: [CH:4]1([N:7]([CH2:40][C:41]2[CH:42]=[C:43]([O:52][CH2:58][CH2:59][CH2:60][S:61][CH3:62])[CH:44]=[C:45]([CH2:47][CH2:48][CH2:49][O:50][CH3:51])[CH:46]=2)[C:8](=[O:39])[CH:9]([CH2:19][C:20]2[CH:25]=[CH:24][C:23]([O:26][CH2:27][CH2:28][O:29][C:30]3[C:31]([Cl:38])=[CH:32][C:33]([CH3:37])=[CH:34][C:35]=3[Cl:36])=[CH:22][CH:21]=2)[CH2:10][NH:11][C:12](=[O:18])[O:13][C:14]([CH3:16])([CH3:17])[CH3:15])[CH2:6][CH2:5]1. Given the reactants C1([C:4]2([N:7]([CH2:40][C:41]3[CH:46]=[C:45]([CH2:47][CH2:48][CH2:49][O:50][CH3:51])[CH:44]=[C:43]([OH:52])[CH:42]=3)[C:8](=[O:39])[CH:9]([CH2:19][C:20]3[CH:25]=[CH:24][C:23]([O:26][CH2:27][CH2:28][O:29][C:30]4[C:35]([Cl:36])=[CH:34][C:33]([CH3:37])=[CH:32][C:31]=4[Cl:38])=[CH:22][CH:21]=3)[CH2:10][NH:11][C:12](=[O:18])[O:13][C:14]([CH3:17])([CH3:16])[CH3:15])[CH2:6][CH2:5]2)CC1.CS(O[CH2:58][CH2:59][CH2:60][S:61][CH3:62])(=O)=O.C(=O)([O-])[O-].[Cs+].[Cs+].CCOC(C)=O, predict the reaction product.